From a dataset of Forward reaction prediction with 1.9M reactions from USPTO patents (1976-2016). Predict the product of the given reaction. The product is: [C:13]([O:17][CH2:18][CH2:19][CH2:20][CH2:21][O:11][C:10]([CH:7]1[CH2:8][CH2:9][CH:4]([CH2:1][CH2:2][CH3:3])[CH2:5][CH2:6]1)=[O:12])(=[O:16])[CH:14]=[CH2:15]. Given the reactants [CH2:1]([CH:4]1[CH2:9][CH2:8][CH:7]([C:10]([OH:12])=[O:11])[CH2:6][CH2:5]1)[CH2:2][CH3:3].[C:13]([O:17][CH2:18][CH2:19][CH2:20][CH2:21]O)(=[O:16])[CH:14]=[CH2:15].C1(C)C=CC(S(O)(=O)=O)=CC=1, predict the reaction product.